This data is from Reaction yield outcomes from USPTO patents with 853,638 reactions. The task is: Predict the reaction yield, written as a fraction of the theoretical maximum amount of product (1.0 means a 100% yield; for example, 0.34 means a 34% yield). The reactants are [CH2:1]([N:8]1[CH2:13][CH2:12][C:11]([CH2:19][C:20]2[CH:25]=[CH:24][CH:23]=[CH:22][C:21]=2[F:26])([C:14](OCC)=[O:15])[CH2:10][CH2:9]1)[C:2]1[CH:7]=[CH:6][CH:5]=[CH:4][CH:3]=1.[H-].[Al+3].[Li+].[H-].[H-].[H-]. The catalyst is C(OCC)C. The product is [CH2:1]([N:8]1[CH2:13][CH2:12][C:11]([CH2:14][OH:15])([CH2:19][C:20]2[CH:25]=[CH:24][CH:23]=[CH:22][C:21]=2[F:26])[CH2:10][CH2:9]1)[C:2]1[CH:3]=[CH:4][CH:5]=[CH:6][CH:7]=1. The yield is 0.610.